Dataset: Full USPTO retrosynthesis dataset with 1.9M reactions from patents (1976-2016). Task: Predict the reactants needed to synthesize the given product. Given the product [C:26]1(=[O:35])[C:27]2[C:32](=[CH:31][CH:30]=[CH:29][CH:28]=2)[C:33](=[O:34])[NH:25]1, predict the reactants needed to synthesize it. The reactants are: ClC1C=CC2C3C(=CN=CC=3)C(C=C)OC=2C=1.OC[C@@H]([N:25]1[C:33](=[O:34])[C:32]2[C:27](=[CH:28][CH:29]=[CH:30][CH:31]=2)[C:26]1=[O:35])CC(C)C.C(P(C(C)(C)C)C1(C(C)C)CC(C(C)C)=CC(C(C)C)=C1C1C=CC=CC=1)(C)(C)C.C(=O)([O-])[O-].[Cs+].[Cs+].